From a dataset of Reaction yield outcomes from USPTO patents with 853,638 reactions. Predict the reaction yield, written as a fraction of the theoretical maximum amount of product (1.0 means a 100% yield; for example, 0.34 means a 34% yield). The yield is 0.750. The reactants are C([Zn]CC)C.C(OC(=O)CC)(=O)CC.C1(=O)CCCC=C1.S(=O)(=O)(O)O.C([O:31][C:32]1[CH2:37][CH2:36][CH2:35][CH:34]([CH2:38][CH3:39])[CH:33]=1)(=O)CC. The catalyst is C(S([O-])(=O)=O)(F)(F)F.C(S([O-])(=O)=O)(F)(F)F.[Cu+2].C1(C)C=CC=CC=1. The product is [CH2:38]([CH:34]1[CH2:35][CH2:36][CH2:37][C:32](=[O:31])[CH2:33]1)[CH3:39].